From a dataset of Full USPTO retrosynthesis dataset with 1.9M reactions from patents (1976-2016). Predict the reactants needed to synthesize the given product. Given the product [CH:60]1([N:59]([CH2:58][CH:57]([O:66][CH3:67])[O:56][CH3:55])[C:16](=[O:18])[CH2:15][CH2:14][O:13][CH2:12][CH2:11][C:10]2[CH:19]=[CH:20][CH:21]=[C:8]([C:5]3[CH:4]=[N:3][N:2]([CH3:1])[C:6]=3[CH3:7])[CH:9]=2)[CH2:65][CH2:64][CH2:63][CH2:62][CH2:61]1, predict the reactants needed to synthesize it. The reactants are: [CH3:1][N:2]1[C:6]([CH3:7])=[C:5]([C:8]2[CH:9]=[C:10]([CH:19]=[CH:20][CH:21]=2)[CH2:11][CH2:12][O:13][CH2:14][CH2:15][C:16]([OH:18])=O)[CH:4]=[N:3]1.CCN(C(C)C)C(C)C.CN(C(ON1N=NC2C=CC=NC1=2)=[N+](C)C)C.F[P-](F)(F)(F)(F)F.[CH3:55][O:56][CH:57]([O:66][CH3:67])[CH2:58][NH:59][CH:60]1[CH2:65][CH2:64][CH2:63][CH2:62][CH2:61]1.